From a dataset of Reaction yield outcomes from USPTO patents with 853,638 reactions. Predict the reaction yield, written as a fraction of the theoretical maximum amount of product (1.0 means a 100% yield; for example, 0.34 means a 34% yield). (1) The reactants are [F:1][C:2]([F:7])([F:6])[C:3]([OH:5])=[O:4].[F:8][C:9]([F:14])([F:13])[C:10]([OH:12])=[O:11].FC(F)(F)C(O)=O.[Cl:22][C:23]1[CH:24]=[N:25][C:26]2[NH:27][C:28]3[CH:29]=[N:30][CH:31]=[C:32]([CH:54]=3)[CH2:33][CH2:34][C:35]3[CH:43]=[C:39]([NH:40][C:41]=1[N:42]=2)[CH:38]=[CH:37][C:36]=3[NH:44][C:45](=[O:53])[CH2:46][CH:47]1[CH2:52][CH2:51][NH:50][CH2:49][CH2:48]1.[O:55]1[C:59]([C:60](Cl)=[O:61])=[CH:58][CH:57]=[N:56]1. No catalyst specified. The product is [F:1][C:2]([F:7])([F:6])[C:3]([OH:5])=[O:4].[F:8][C:9]([F:14])([F:13])[C:10]([OH:12])=[O:11].[Cl:22][C:23]1[CH:24]=[N:25][C:26]2[NH:27][C:28]3[CH:29]=[N:30][CH:31]=[C:32]([CH:54]=3)[CH2:33][CH2:34][C:35]3[CH:43]=[C:39]([NH:40][C:41]=1[N:42]=2)[CH:38]=[CH:37][C:36]=3[NH:44][C:45](=[O:53])[CH2:46][CH:47]1[CH2:52][CH2:51][N:50]([C:60]([C:59]2[O:55][N:56]=[CH:57][CH:58]=2)=[O:61])[CH2:49][CH2:48]1. The yield is 0.590. (2) The reactants are [CH3:1][C:2]1[C:3]([S:8][C:9]2[CH:10]=[C:11]([O:31][C:32]3[C:33]([CH3:38])=[N:34][CH:35]=[CH:36][CH:37]=3)[C:12]([NH:15][C:16]3[S:20][N:19]=[C:18]([C@H:21]4[CH2:25][O:24]C5(CCCCC5)[O:22]4)[N:17]=3)=[N:13][CH:14]=2)=[N:4][CH:5]=[CH:6][CH:7]=1.[ClH:39]. The catalyst is C(O)C. The product is [ClH:39].[CH3:1][C:2]1[C:3]([S:8][C:9]2[CH:10]=[C:11]([O:31][C:32]3[C:33]([CH3:38])=[N:34][CH:35]=[CH:36][CH:37]=3)[C:12]([NH:15][C:16]3[S:20][N:19]=[C:18]([C@H:21]([OH:22])[CH2:25][OH:24])[N:17]=3)=[N:13][CH:14]=2)=[N:4][CH:5]=[CH:6][CH:7]=1. The yield is 0.865. (3) The reactants are [CH3:1][CH:2]([NH:4][CH2:5][C:6]1[S:10][C:9](B(O)O)=[CH:8][CH:7]=1)[CH3:3].Br[C:15]1[CH:16]=[C:17]2[C:21](=[C:22]([C:24]([NH2:26])=[O:25])[CH:23]=1)[NH:20][CH:19]=[C:18]2[CH:27]1[CH2:32][CH2:31][N:30]([S:33]([CH2:36][CH3:37])(=[O:35])=[O:34])[CH2:29][CH2:28]1.C(=O)([O-])[O-].[K+].[K+]. The catalyst is C1C=CC([P]([Pd]([P](C2C=CC=CC=2)(C2C=CC=CC=2)C2C=CC=CC=2)([P](C2C=CC=CC=2)(C2C=CC=CC=2)C2C=CC=CC=2)[P](C2C=CC=CC=2)(C2C=CC=CC=2)C2C=CC=CC=2)(C2C=CC=CC=2)C2C=CC=CC=2)=CC=1. The product is [CH2:36]([S:33]([N:30]1[CH2:29][CH2:28][CH:27]([C:18]2[C:17]3[C:21](=[C:22]([C:24]([NH2:26])=[O:25])[CH:23]=[C:15]([C:9]4[S:10][C:6]([CH2:5][NH:4][CH:2]([CH3:3])[CH3:1])=[CH:7][CH:8]=4)[CH:16]=3)[NH:20][CH:19]=2)[CH2:32][CH2:31]1)(=[O:35])=[O:34])[CH3:37]. The yield is 0.370. (4) The reactants are [C:1]([C:5]1[CH:6]=[C:7]([C:17]2[CH:25]=[CH:24][CH:23]=[C:22]3[C:18]=2[CH:19]=[CH:20][CH2:21]3)[CH:8]=[C:9]([C:13]([CH3:16])([CH3:15])[CH3:14])[C:10]=1[O:11][CH3:12])([CH3:4])([CH3:3])[CH3:2].[Br:26]N1C(=O)CCC1=O. The catalyst is CS(C)=O.O. The product is [Br:26][C:20]1[CH2:21][C:22]2[C:18]([CH:19]=1)=[C:17]([C:7]1[CH:8]=[C:9]([C:13]([CH3:16])([CH3:15])[CH3:14])[C:10]([O:11][CH3:12])=[C:5]([C:1]([CH3:2])([CH3:3])[CH3:4])[CH:6]=1)[CH:25]=[CH:24][CH:23]=2. The yield is 0.560. (5) The reactants are [Cl:1][C:2]1[CH:7]=[CH:6][C:5]([S:8][C:9]2[S:10][CH:11]=[CH:12][CH:13]=2)=[CH:4][CH:3]=1.[OH:14]OS([O-])=O.[K+].[OH2:20]. The catalyst is CO. The product is [Cl:1][C:2]1[CH:3]=[CH:4][C:5]([S:8]([C:9]2[S:10][CH:11]=[CH:12][CH:13]=2)(=[O:14])=[O:20])=[CH:6][CH:7]=1. The yield is 1.00.